From a dataset of Experimentally validated miRNA-target interactions with 360,000+ pairs, plus equal number of negative samples. Binary Classification. Given a miRNA mature sequence and a target amino acid sequence, predict their likelihood of interaction. (1) The miRNA is dme-miR-318-3p with sequence UCACUGGGCUUUGUUUAUCUCA. The protein sequence of the target gene is MADTDEGFGLARTPLEPDSKDRSCDSKPESALGAPSKSPSSPQAAFTQQGMEGIKVFLHERELWLKFHEVGTEMIITKAGRRMFPSYKVKVTGLNPKTKYILLMDIVPADDHRYKFADNKWSVTGKAEPAMPGRLYVHPDSPATGAHWMRQLVSFQKLKLTNNHLDPFGHIILNSMHKYQPRLHIVKADENNGFGSKNTAFCTHVFPETAFIAVTSYQNHKITQLKIENNPFAKGFRGSDDLELHRMSRMQSKEYPVVPRSTVRHKVTSNHSPFSSETRALSTSSNLGSQYQCENGVSGP.... Result: 0 (no interaction). (2) The miRNA is hsa-miR-548at-3p with sequence CAAAACCGCAGUAACUUUUGU. The protein sequence of the target gene is MGNCAKRPWRRGPKDPLQWLGSPPRGSCPSPSSSPKEQGDPAPGVQGYSVLNSLVGPACIFLRPSIAATQLDRELRPEEIEELQVAFQEFDRDRDGYIGCRELGACMRTLGYMPTEMELIEISQQISGGKVDFEDFVELMGPKLLAETADMIGVRELRDAFREFDTNGDGRISVGELRAALKALLGERLSQREVDEILQDVDLNGDGLVDFEEFVRMMSR. Result: 0 (no interaction). (3) The miRNA is hsa-miR-6839-3p with sequence UUGGGUUUUCUCUUCAAUCCAG. The protein sequence of the target gene is MSALRRSGYGPSDGPSYGRYYGPGGGDVPVHVPPPLYPPLRPEPPQPPVSWRGRGGAPAETTWPGEGAGGDGYYPSGGAWAEASRAGGGHQEQPPYPGYNSNYWNSVRPRAPYPGSYSVRPELQGQSLNSYANGAYGPPYPPGPGASTASYSGAYYVPGYTQSNYSTEVPNTYRSPGNSPTPMSRWMYSQQDCPTEAPPLRGQVPGYPASQNPGMTLPHYPYGDGNRAVPQSGGTGRPQDDAWASSAYGMGARYPWPSAAPSAPSAGSLYMTESASPWPGNSSPQPPPSPPPQQPKDPSY.... Result: 0 (no interaction). (4) The miRNA is cel-miR-795-5p with sequence UGAGGUAGAUUGAUCAGCGAGCUU. The protein sequence of the target gene is MRPRRPLVFMSLVCALLNTCQAHRVHDDKPNIVLIMVDDLGIGDLGCYGNDTMRTPHIDRLAREGVRLTQHISAASLCSPSRSAFLTGRYPIRSGMVSSGNRRVIQNLAVPAGLPLNETTLAALLKKQGYSTGLIGKWHQGLNCDSRSDQCHHPYNYGFDYYYGMPFTLVDSCWPDPSRNTELAFESQLWLCVQLVAIAILTLTFGKLSGWVSVPWLLIFSMILFIFLLGYAWFSSHTSPLYWDCLLMRGHEITEQPMKAERAGSIMVKEAISFLERHSKETFLLFFSFLHVHTPLPTTD.... Result: 0 (no interaction). (5) The miRNA is hsa-miR-215-5p with sequence AUGACCUAUGAAUUGACAGAC. The protein sequence of the target gene is MALSAQQIPRWFNSVKLRSLINAAQLTKRFTRPARTLLHGFSAQPQISSDNCFLQWGFKTYRTSSLWNSSQSTSSSSQENNSAQSSLLPSMNEQSQKTQNISSFDSELFLEELDELPPLSPMQPISEEEAIQIIADPPLPPASFTLRDYVDHSETLQKLVLLGVDLSKIEKHPEAANLLLRLDFEKDIKQMLLFLKDVGIEDNQLGAFLTKNHAIFSEDLENLKTRVAYLHSKNFSKADVAQMVRKAPFLLNFSVERLDNRLGFFQKELELSVKKTRDLVVRLPRLLTGSLEPVKENMKV.... Result: 1 (interaction). (6) The miRNA is mmu-miR-673-5p with sequence CUCACAGCUCUGGUCCUUGGAG. The protein sequence of the target gene is MAWQVSLLELEDRLQCPICLEVFKESLMLQCGHSYCKGCLVSLSYHLDTKVRCPMCWQVVDGSSSLPNVSLAWVIEALRLPGDPEPKVCVHHRNPLSLFCEKDQELICGLCGLLGSHQHHPVTPVSTVCSRMKEELAALFSELKQEQKKVDELIAKLVKNRTRIVNESDVFSWVIRREFQELRHPVDEEKARCLEGIGGHTRGLVASLDMQLEQAQGTRERLAQAECVLEQFGNEDHHEFIWKFHSMASR. Result: 0 (no interaction). (7) The miRNA is hsa-miR-1972 with sequence UCAGGCCAGGCACAGUGGCUCA. The protein sequence of the target gene is MAPVRRSAKWRPGGIEARGEGVSTVGYRNKNVRQKTWRPNHPQAFVGSVREGQGFAFRRKLKIQQSYKKLLRKEKKAQTSLESQFTDRYPDNLKHLYLAEEERHRKQARKVDHPLSEQVHQPLLEEQCSIDEPLFEDQCSFDQPQPEEQCIKTVNSFTIPKKNKKKTSNQKAQEEYEQIQAKRAAKKQEFERRKQEREEAQRQYKKKKMEVFKILNKKTKKGQPNLNVQMEYLLQKIQEKC. Result: 1 (interaction). (8) The miRNA is hsa-miR-766-3p with sequence ACUCCAGCCCCACAGCCUCAGC. The protein sequence of the target gene is MPRRAGSGQLPLPRGWEEARDYDGKVFYIDHNTRRTSWIDPRDRLTKPLSFADCVGDELPWGWEAGFDPQIGVYYIDHINKTTQIEDPRKQWRGEQEKMLKDYLSVAQDALRTQKELYHVKEQRLALALDEYVRLNDAYKEKSSSHTSLFSGSSSSTKYDPDILKAEISTTRLRVKKLKRELSQMKQELLYKEQGFETLQQIDKKMSGGQSGYELSEAKAILTELKSIRKAISSGEKEKQDLMQSLAKLQERFHLDQNIGRSEPDLRCSPVNSHLCLSRQTLDAGSQTSISGDIGVRSRS.... Result: 1 (interaction). (9) The miRNA is hsa-miR-4269 with sequence GCAGGCACAGACAGCCCUGGC. The protein sequence of the target gene is MTAAPASPQQIRDRLLQAIDPQSNIRNMVAVLEVISSLEKYPITKEALEETRLGKLINDVRKKTKNEELAKRAKKLLRSWQKLIEPAHQHEAALRGLAGATGSANGGAHNCRPEVGAAGPPRSIHDLKSRNDLQRLPGQRLDRLGSRKRRGDQRDLGHPGPPPKVSKASHDPLVPNSSPLPTNGISGSPESFASSLDGSGHAGPEGSRLERDENDKHSGKIPVNAVRPHTSSPGLGKPPGPCLQPKASVLQQLDRVDETPGPPHPKGPPRCSFSPRNSRHEGSFARQQSLYAPKGSVPSP.... Result: 0 (no interaction).